This data is from Drug-target binding data from BindingDB using IC50 measurements. The task is: Regression. Given a target protein amino acid sequence and a drug SMILES string, predict the binding affinity score between them. We predict pIC50 (pIC50 = -log10(IC50 in M); higher means more potent). Dataset: bindingdb_ic50. (1) The compound is CC(C)NCc1ccc(C[C@@H]2NC(=O)[C@H](Cc3c[nH]c4ccccc34)NC(=O)[C@@H]3CCC(=O)NCC[C@H](NC(=O)[C@@H]([C@@H](C)O)NC2=O)C(=O)N[C@H]([C@@H](C)O)C(=O)N[C@@H](CO)C(=O)N[C@H](C(=O)O)CSSC[C@@H](NC(=O)[C@@H](N)Cc2ccc(O)cc2)C(=O)N[C@H](CCCCN)C(=O)N[C@H](Cc2ccccc2)C(=O)N3)cc1. The target protein (P30874) has sequence MDMADEPLNGSHTWLSIPFDLNGSVVSTNTSNQTEPYYDLTSNAVLTFIYFVVCIIGLCGNTLVIYVILRYAKMKTITNIYILNLAIADELFMLGLPFLAMQVALVHWPFGKAICRVVMTVDGINQFTSIFCLTVMSIDRYLAVVHPIKSAKWRRPRTAKMITMAVWGVSLLVILPIMIYAGLRSNQWGRSSCTINWPGESGAWYTGFIIYTFILGFLVPLTIICLCYLFIIIKVKSSGIRVGSSKRKKSEKKVTRMVSIVVAVFIFCWLPFYIFNVSSVSMAISPTPALKGMFDFVVVLTYANSCANPILYAFLSDNFKKSFQNVLCLVKVSGTDDGERSDSKQDKSRLNETTETQRTLLNGDLQTSI. The pIC50 is 6.0. (2) The small molecule is CCCCCCCCCCCCn1nnc(CC(=O)O)n1. The target protein (P25084) has sequence MALVDGFLELERSSGKLEWSAILQKMASDLGFSKILFGLLPKDSQDYENAFIVGNYPAAWREHYDRAGYARVDPTVSHCTQSVLPIFWEPSIYQTRKQHEFFEEASAAGLVYGLTMPLHGARGELGALSLSVEAENRAEANRFMESVLPTLWMLKDYALQSGAGLAFEHPVSKPVVLTSREKEVLQWCAIGKTSWEISVICNCSEANVNFHMGNIRRKFGVTSRRVAAIMAVNLGLITL. The pIC50 is 7.5. (3) The small molecule is CC(C)(CCSCCC(N)C(=O)O)CC(=O)O. The target protein (Q93088) has sequence MPPVGGKKAKKGILERLNAGEIVIGDGGFVFALEKRGYVKAGPWTPEAAVEHPEAVRQLHREFLRAGSNVMQTFTFYASEDKLENRGNYVLEKISGQEVNEAACDIARQVADEGDALVAGGVSQTPSYLSCKSETEVKKVFLQQLEVFMKKNVDFLIAEYFEHVEEAVWAVETLIASGKPVAATMCIGPEGDLHGVPPGECAVRLVKAGASIIGVNCHFDPTISLKTVKLMKEGLEAARLKAHLMSQPLAYHTPDCNKQGFIDLPEFPFGLEPRVATRWDIQKYAREAYNLGVRYIGGCCGFEPYHIRAIAEELAPERGFLPPASEKHGSWGSGLDMHTKPWVRARARKEYWENLRIASGRPYNPSMSKPDGWGVTKGTAELMQQKEATTEQQLKELFEKQKFKSQ. The pIC50 is 7.1. (4) The small molecule is Cc1ccnc2c1NC(=O)c1cccnc1N2C1CC1. The target protein sequence is MGARASVLSGGELDRWEKIRLRPGGKKKYKLKHIVWASRELERFAVNPGLLETSEGCRQILGQLQPSLQTGSEELRSLYNTVATLYCVHQRIEIKDTKEALDNIEEEQNKSKKKAQQAAADTGHSNQVSQNYPIVQNIQGQMVHQAISPRTLNAWVKVVEEKAFSPEVIPMFSALSEGATPQDLNTMLNTVGGHQAAMQMLKETINEEAAEWDRVHPVHAGPIAPGQMREPRGSDIAGTTSTLQEQIGWMTNNPPIPVGEIYKRWIILGLNKIVRMYSPTSILDIRQGPKEPFRDYVDRFYKTLRAEQASQEVKNWMTETLLVQNANPDCKTILKALGPAATLEEMMTACQGVGGPGHKARVLAEAMSQVTNSATIMMQRGNFRNQRKIVKCFNCGKEGHTARNCRAPRKKGCWKCGKEGHQMKDCTERQANFLREDLAFLQGKAREFSSEQTRANSPTRRELQVWGRDNNSPSEAGADRQGTVSFNFPQVTLWQRPLVT.... The pIC50 is 4.3. (5) The drug is CC(C)C(=O)c1ccc(O)c(O)c1. The target protein (P17289) has sequence MPTPNAASPQAKGFRRAVSELDAKQAEAIMSPRFVGRRQSLIQDARKEREKAEAAASSSESAEAAAWLERDGEAVLTLLFALPPTRPPALTRAIKVFETFEAHLHHLETRPAQPLRAGSPPLECFVRCEVPGPVVPALLSALRRVAEDVRAAGESKVLWFPRKVSELDKCHHLVTKFDPDLDLDHPGFSDQAYRQRRKLIAEIAFQYKQGDPIPHVEYTAEETATWKEVYSTLRGLYPTHACREHLEAFELLERFCGYREDRIPQLEDVSRFLKERTGFQLRPAAGLLSARDFLASLAFRVFQCTQYIRHASSPMHSPEPECCHELLGHVPMLADRTFAQFSQDIGLASLGVSDEEIEKLSTLYWFTVEFGLCKQNGEVKAYGAGLLSSYGELLHSLSEEPEIRAFDPDAAAVQPYQDQTYQPVYFVSESFSDAKDKLRSYASRIQRPFSVKFDPYTLAIDVLDSPHAIRHALDGVQDEMQALAHALNAIS. The pIC50 is 4.6. (6) The drug is O=[N+]([O-])c1ccc(-c2cc(-c3ccc(F)cc3)c(-c3ccncc3)[nH]2)cc1. The target protein (P47871) has sequence MPPCQPQRPLLLLLLLLACQPQVPSAQVMDFLFEKWKLYGDQCHHNLSLLPPPTELVCNRTFDKYSCWPDTPANTTANISCPWYLPWHHKVQHRFVFKRCGPDGQWVRGPRGQPWRDASQCQMDGEEIEVQKEVAKMYSSFQVMYTVGYSLSLGALLLALAILGGLSKLHCTRNAIHANLFASFVLKASSVLVIDGLLRTRYSQKIGDDLSVSTWLSDGAVAGCRVAAVFMQYGIVANYCWLLVEGLYLHNLLGLATLPERSFFSLYLGIGWGAPMLFVVPWAVVKCLFENVQCWTSNDNMGFWWILRFPVFLAILINFFIFVRIVQLLVAKLRARQMHHTDYKFRLAKSTLTLIPLLGVHEVVFAFVTDEHAQGTLRSAKLFFDLFLSSFQGLLVAVLYCFLNKEVQSELRRRWHRWRLGKVLWEERNTSNHRASSSPGHGPPSKELQFGRGGGSQDSSAETPLAGGLPRLAESPF. The pIC50 is 7.3. (7) The compound is Cc1cc(NC(=O)c2sc(NC(=O)OC(C)(C)C)nc2C)c(C)[nH]1. The target protein (P06240) has sequence MGCVCSSNPEDDWMENIDVCENCHYPIVPLDSKISLPIRNGSEVRDPLVTYEGSLPPASPLQDNLVIALHSYEPSHDGDLGFEKGEQLRILEQSGEWWKAQSLTTGQEGFIPFNFVAKANSLEPEPWFFKNLSRKDAERQLLAPGNTHGSFLIRESESTAGSFSLSVRDFDQNQGEVVKHYKIRNLDNGGFYISPRITFPGLHDLVRHYTNASDGLCTKLSRPCQTQKPQKPWWEDEWEVPRETLKLVERLGAGQFGEVWMGYYNGHTKVAVKSLKQGSMSPDAFLAEANLMKQLQHPRLVRLYAVVTQEPIYIITEYMENGSLVDFLKTPSGIKLNVNKLLDMAAQIAEGMAFIEEQNYIHRDLRAANILVSDTLSCKIADFGLARLIEDNEYTAREGAKFPIKWTAPEAINYGTFTIKSDVWSFGILLTEIVTHGRIPYPGMTNPEVIQNLERGYRMVRPDNCPEELYHLMMLCWKERPEDRPTFDYLRSVLDDFFTA.... The pIC50 is 4.3. (8) The pIC50 is 9.0. The target protein sequence is MPKKKPTPIQLNPAPDGSAVNGTSSAETNLEALQKKLEELELDEQQRKRLEAFLTQKQKVGELKDDDFEKISELGAGNGGVVFKVSHKPSGLVMARRLIHLEIKPAIRNQIIRELQVLHECNSPYIVGFYGAFYSDGEISICMEHMDGGSLDQVLKKAGRIPEQILGKVSIAVIKGLTYLREKHKIMHRDVKPSNILVNSRGEIKLCDFGVSGQLIDSMANSFVGTRSYMSPERLQGTHYSVQSDIWSMGLSLVEMAVGRYPIPPPDAKELELMFGCQVEGDAAETPPRPRTPGRPLSSYGMDSRPPMAIFELLDYIVNEPPPKLPSGVFSLEFQDFVNKCLIKNPAERADLKQLMVHAFIKRSDAEEVDFAGWLCSTIGLNQPSTPTHAAGV. The drug is Cc1nc2cnc3cc(F)c(-c4ccc(Oc5nccc(C(F)(F)F)n5)cc4Cl)cc3c2n1[C@H]1CCN(C(=O)CO)C[C@@H]1F. (9) The pIC50 is 5.8. The target protein (Q3ZCJ2) has sequence MAASCILLHTGQKMPLIGLGTWKSDPGQVKAAIKYALSVGYRHIDCAAIYGNETEIGEALKENVGPGKLVPREELFVTSKLWNTKHHPEDVEPALRKTLADLQLEYLDLYLMHWPYAFERGDSPFPKNADGTIRYDSTHYKETWRALEALVAKGLVRALGLSNFNSRQIDDVLSVASVRPAVLQVECHPYLAQNELIAHCQARNLEVTAYSPLGSSDRAWRDPEEPVLLKEPVVLALAEKHGRSPAQILLRWQVQRKVSCIPKSVTPSRILENIQVFDFTFSPEEMKQLDALNKNLRFIVPMLTVDGKRVPRDAGHPLYPFNDPY. The drug is COc1cc(/C(C)=N/Nc2nc(-c3cc4ccccc4oc3=O)cs2)ccc1O.